This data is from Forward reaction prediction with 1.9M reactions from USPTO patents (1976-2016). The task is: Predict the product of the given reaction. Given the reactants [Cl:1][C:2]1[CH:7]=[C:6]([F:8])[CH:5]=[CH:4][C:3]=1[CH:9]1[CH2:14][CH2:13][CH:12]([OH:15])[CH2:11][CH2:10]1.[OH-].[Na+], predict the reaction product. The product is: [Cl:1][C:2]1[CH:7]=[C:6]([F:8])[CH:5]=[CH:4][C:3]=1[CH:9]1[CH2:10][CH2:11][C:12](=[O:15])[CH2:13][CH2:14]1.